This data is from Full USPTO retrosynthesis dataset with 1.9M reactions from patents (1976-2016). The task is: Predict the reactants needed to synthesize the given product. (1) Given the product [C:38]([O:37][C:35]([N:32]1[CH2:33][CH2:34][CH:29]([C:26]2[CH:25]=[CH:24][C:23]([NH:22][C:14]3[N:13]=[C:12]([CH2:11][CH2:10][C:9]4[CH:42]=[CH:43][CH:44]=[CH:45][C:8]=4[CH2:7][C:6]([O-:46])=[O:5])[C:17]([C:18]([F:20])([F:19])[F:21])=[CH:16][N:15]=3)=[CH:28][CH:27]=2)[CH2:30][CH2:31]1)=[O:36])([CH3:41])([CH3:39])[CH3:40].[Li+:2], predict the reactants needed to synthesize it. The reactants are: O[Li:2].O.C[O:5][C:6](=[O:46])[CH2:7][C:8]1[CH:45]=[CH:44][CH:43]=[CH:42][C:9]=1[CH2:10][CH2:11][C:12]1[C:17]([C:18]([F:21])([F:20])[F:19])=[CH:16][N:15]=[C:14]([NH:22][C:23]2[CH:28]=[CH:27][C:26]([CH:29]3[CH2:34][CH2:33][N:32]([C:35]([O:37][C:38]([CH3:41])([CH3:40])[CH3:39])=[O:36])[CH2:31][CH2:30]3)=[CH:25][CH:24]=2)[N:13]=1. (2) Given the product [Cl:1][C:2]1[N:7]=[C:6]([N:13]2[CH2:14][CH2:15][N:10]([CH3:9])[CH2:11][CH2:12]2)[CH:5]=[CH:4][N:3]=1, predict the reactants needed to synthesize it. The reactants are: [Cl:1][C:2]1[N:7]=[C:6](Cl)[CH:5]=[CH:4][N:3]=1.[CH3:9][N:10]1[CH2:15][CH2:14][NH:13][CH2:12][CH2:11]1. (3) Given the product [Cl:1][C:2]1[CH:7]=[CH:6][C:5]([S:8][C:9]2[C:28]3[C:29]([C:20]#[N:19])=[C:24]([CH3:23])[CH:25]=[CH:26][C:27]=3[NH:34][C:10]=2[CH3:12])=[CH:4][CH:3]=1, predict the reactants needed to synthesize it. The reactants are: [Cl:1][C:2]1[CH:7]=[CH:6][C:5]([S:8][CH2:9][C:10]([CH3:12])=O)=[CH:4][CH:3]=1.S(Cl)(Cl)(=O)=O.C[N:19](C)[C:20]1[C:29]2[C:24](=[CH:25][CH:26]=[CH:27][C:28]=2N(C)C)[CH:23]=CC=1.[NH2:34]C1C=CC(Cl)=C(C=1)C#N. (4) Given the product [C:12]([C:14]1[CH:19]=[CH:18][C:17]([N:6]2[CH:7]=[CH:2][CH:3]=[C:4]([OH:10])[C:5]2=[O:8])=[CH:16][CH:15]=1)#[N:13], predict the reactants needed to synthesize it. The reactants are: Br[C:2]1[CH:3]=[C:4]([O:10]C)[C:5]([O:8]C)=[N:6][CH:7]=1.[C:12]([C:14]1[CH:19]=[CH:18][C:17](B(O)O)=[CH:16][CH:15]=1)#[N:13].C([O-])([O-])=O.[K+].[K+].